From a dataset of Catalyst prediction with 721,799 reactions and 888 catalyst types from USPTO. Predict which catalyst facilitates the given reaction. (1) Reactant: [CH2:1]([N:8]1[CH2:17][CH2:16][C:15]2[C:14](Cl)=[N:13][CH:12]=[N:11][C:10]=2[CH2:9]1)[C:2]1[CH:7]=[CH:6][CH:5]=[CH:4][CH:3]=1.[C:19]([CH:23]1[CH2:28][CH2:27][CH:26]([NH2:29])[CH2:25][CH2:24]1)([CH3:22])([CH3:21])[CH3:20]. Product: [CH2:1]([N:8]1[CH2:17][CH2:16][C:15]2[C:14]([NH:29][CH:26]3[CH2:27][CH2:28][CH:23]([C:19]([CH3:22])([CH3:21])[CH3:20])[CH2:24][CH2:25]3)=[N:13][CH:12]=[N:11][C:10]=2[CH2:9]1)[C:2]1[CH:7]=[CH:6][CH:5]=[CH:4][CH:3]=1. The catalyst class is: 32. (2) Reactant: [Cl:1][C:2]1[CH:3]=[C:4]2[C:8](=[CH:9][C:10]=1[Cl:11])[C:7](=[O:12])[O:6][CH2:5]2.[Br:13]N1C(=O)CCC1=O.C(OOC(=O)C1C=CC=CC=1)(=O)C1C=CC=CC=1. Product: [Br:13][CH:5]1[C:4]2[C:8](=[CH:9][C:10]([Cl:11])=[C:2]([Cl:1])[CH:3]=2)[C:7](=[O:12])[O:6]1. The catalyst class is: 22. (3) Reactant: Br[C:2]1[C:3]([F:14])=[CH:4][N:5]=[C:6]2[C:11]=1[N:10]=[C:9]([O:12][CH3:13])[CH:8]=[CH:7]2.[N:15]1([CH2:21][CH2:22][NH:23][C:24](=[O:30])[O:25][C:26]([CH3:29])([CH3:28])[CH3:27])[CH2:20][CH2:19][NH:18][CH2:17][CH2:16]1.C1C=CC(P(C2C=CC3C(=CC=CC=3)C=2C2C3C(=CC=CC=3)C=CC=2P(C2C=CC=CC=2)C2C=CC=CC=2)C2C=CC=CC=2)=CC=1.C([O-])([O-])=O.[Cs+].[Cs+]. Product: [F:14][C:3]1[CH:4]=[N:5][C:6]2[C:11]([C:2]=1[N:18]1[CH2:19][CH2:20][N:15]([CH2:21][CH2:22][NH:23][C:24](=[O:30])[O:25][C:26]([CH3:28])([CH3:27])[CH3:29])[CH2:16][CH2:17]1)=[N:10][C:9]([O:12][CH3:13])=[CH:8][CH:7]=2. The catalyst class is: 62.